Dataset: Reaction yield outcomes from USPTO patents with 853,638 reactions. Task: Predict the reaction yield, written as a fraction of the theoretical maximum amount of product (1.0 means a 100% yield; for example, 0.34 means a 34% yield). (1) The reactants are [Cl:1][C:2]1[CH:3]=[C:4]([C:23]([O:25][CH3:26])=[O:24])[C:5]([CH3:22])=[C:6]([CH:21]=1)[O:7][CH:8]1[CH2:13][CH2:12][N:11](C(OC(C)(C)C)=O)[CH2:10][CH2:9]1.Cl.O1CCOCC1. The catalyst is C(Cl)Cl. The product is [ClH:1].[Cl:1][C:2]1[CH:21]=[C:6]([O:7][CH:8]2[CH2:13][CH2:12][NH:11][CH2:10][CH2:9]2)[C:5]([CH3:22])=[C:4]([CH:3]=1)[C:23]([O:25][CH3:26])=[O:24]. The yield is 0.740. (2) The reactants are [CH2:1]([O:3][C:4]1[CH:5]=[C:6]([CH:22]=[CH:23][CH:24]=1)[O:7][CH2:8][C:9]([NH:11][C:12]1[CH:17]=[CH:16][C:15]([OH:18])=[CH:14][C:13]=1[N+:19]([O-])=O)=[O:10])[CH3:2]. The product is [NH2:19][C:13]1[CH:14]=[C:15]([OH:18])[CH:16]=[CH:17][C:12]=1[NH:11][C:9](=[O:10])[CH2:8][O:7][C:6]1[CH:22]=[CH:23][CH:24]=[C:4]([O:3][CH2:1][CH3:2])[CH:5]=1. The catalyst is [Pd].C1COCC1. The yield is 0.920. (3) The reactants are [CH2:1]([N:3]([CH2:26][CH3:27])[CH2:4][CH2:5][NH:6][C:7](=[O:25])[C:8]1[CH:13]=[CH:12][C:11]([N:14](S(C)(=O)=O)[S:15]([CH3:18])(=[O:17])=[O:16])=[CH:10][C:9]=1[O:23][CH3:24])[CH3:2].[OH-].[K+].C(=O)(O)[O-].[Na+].C(Cl)Cl. The catalyst is O1CCCC1. The product is [CH2:26]([N:3]([CH2:1][CH3:2])[CH2:4][CH2:5][NH:6][C:7](=[O:25])[C:8]1[CH:13]=[CH:12][C:11]([NH:14][S:15]([CH3:18])(=[O:16])=[O:17])=[CH:10][C:9]=1[O:23][CH3:24])[CH3:27]. The yield is 0.919. (4) The reactants are S(Cl)(Cl)=O.[Cl:5][C:6]1[CH:7]=[C:8]([C:15]([CH3:20])([CH3:19])[C:16]([OH:18])=O)[CH:9]=[CH:10][C:11]=1[N+:12]([O-:14])=[O:13].C(N(C(C)C)CC)(C)C.[CH2:30]([NH:34][CH2:35][CH:36]([CH3:38])[CH3:37])[CH:31]([CH3:33])[CH3:32]. The catalyst is ClCCl. The product is [Cl:5][C:6]1[CH:7]=[C:8]([C:15]([CH3:20])([CH3:19])[C:16]([N:34]([CH2:35][CH:36]([CH3:38])[CH3:37])[CH2:30][CH:31]([CH3:33])[CH3:32])=[O:18])[CH:9]=[CH:10][C:11]=1[N+:12]([O-:14])=[O:13]. The yield is 0.820. (5) The yield is 0.0600. The reactants are [C:1]1([N:7]2[C:15](=[O:16])[C:14]3[C@@H:13]4[C:17]([CH3:19])([CH3:18])[C@@:10]([CH3:20])([CH2:11][CH2:12]4)[C:9]=3[NH:8]2)[CH:6]=[CH:5][CH:4]=[CH:3][CH:2]=1.[CH3:21][O:22][CH2:23][CH2:24]Br.ClCCl.C. The catalyst is [I-].C([N+](CCCC)(CCCC)CCCC)CCC.CN(C)C=O.CO.O. The product is [CH3:21][O:22][CH2:23][CH2:24][N:8]1[C:9]2[C@@:10]3([CH3:20])[C:17]([CH3:19])([CH3:18])[C@H:13]([CH2:12][CH2:11]3)[C:14]=2[C:15](=[O:16])[N:7]1[C:1]1[CH:2]=[CH:3][CH:4]=[CH:5][CH:6]=1. (6) The reactants are [O:1]([C:8]1[S:12][C:11]([C:13]#[N:14])=[CH:10][CH:9]=1)[C:2]1[CH:7]=[CH:6][CH:5]=[CH:4][CH:3]=1.[H-].[Al+3].[Li+].[H-].[H-].[H-].O.C(OCC)(=O)C. The catalyst is O1CCCC1. The product is [O:1]([C:8]1[S:12][C:11]([CH2:13][NH2:14])=[CH:10][CH:9]=1)[C:2]1[CH:3]=[CH:4][CH:5]=[CH:6][CH:7]=1. The yield is 0.899.